From a dataset of Catalyst prediction with 721,799 reactions and 888 catalyst types from USPTO. Predict which catalyst facilitates the given reaction. (1) Reactant: [CH2:1]([O:3][C:4]([C:6]1[CH:11]=[CH:10][C:9](B(O)O)=[CH:8][CH:7]=1)=[O:5])[CH3:2].Br[C:16]1[CH:21]=[CH:20][C:19]([C:22]2[CH:27]=[CH:26][C:25]([N:28]3[CH2:33][CH2:32][N:31]([CH:34]4[CH2:39][CH2:38][CH2:37][CH2:36][CH2:35]4)[CH2:30][CH2:29]3)=[CH:24][CH:23]=2)=[CH:18][CH:17]=1.C(=O)([O-])[O-].[Na+].[Na+]. Product: [CH:34]1([N:31]2[CH2:32][CH2:33][N:28]([C:25]3[CH:24]=[CH:23][C:22]([C:19]4[CH:18]=[CH:17][C:16]([C:9]5[CH:10]=[CH:11][C:6]([C:4]([O:3][CH2:1][CH3:2])=[O:5])=[CH:7][CH:8]=5)=[CH:21][CH:20]=4)=[CH:27][CH:26]=3)[CH2:29][CH2:30]2)[CH2:35][CH2:36][CH2:37][CH2:38][CH2:39]1. The catalyst class is: 108. (2) Reactant: C1([CH2:7][N:8]2[CH2:19][CH:18]3[CH2:20][CH:10]([CH2:11][C:12]4[C:17]3=[N:16][CH:15]=[CH:14][CH:13]=4)[CH2:9]2)C=CC=CC=1.C([O-])=[O:22].[NH4+].[C:33](O[C:33]([O:35][C:36]([CH3:39])([CH3:38])[CH3:37])=[O:34])([O:35][C:36]([CH3:39])([CH3:38])[CH3:37])=[O:34]. Product: [CH:18]12[CH2:20][CH:10]([CH2:9][N:8]([C:33]([O:35][C:36]([CH3:37])([CH3:38])[CH3:39])=[O:34])[CH2:19]1)[CH2:11][C:12]1[C:17]2=[N:16][CH:15]=[CH:14][CH:13]=1.[CH:18]12[CH2:20][CH:10]([CH2:9][N:8]([CH:7]=[O:22])[CH2:19]1)[CH2:11][C:12]1[C:17]2=[N:16][CH:15]=[CH:14][CH:13]=1. The catalyst class is: 293. (3) Reactant: [CH3:1][O:2][C:3]1[CH:11]=[C:10]2[C:6]([C:7]([CH3:16])([C:12]([F:15])([F:14])[F:13])[O:8][CH2:9]2)=[CH:5][C:4]=1[CH:17]([NH:19][C@H:20]1[CH2:25][CH2:24][CH2:23][NH:22][C@H:21]1[C:26]1[CH:31]=[CH:30][CH:29]=[CH:28][CH:27]=1)[CH3:18].[ClH:32]. Product: [ClH:32].[ClH:32].[CH3:1][O:2][C:3]1[CH:11]=[C:10]2[C:6]([C:7]([CH3:16])([C:12]([F:13])([F:14])[F:15])[O:8][CH2:9]2)=[CH:5][C:4]=1[CH:17]([NH:19][C@H:20]1[CH2:25][CH2:24][CH2:23][NH:22][C@H:21]1[C:26]1[CH:31]=[CH:30][CH:29]=[CH:28][CH:27]=1)[CH3:18]. The catalyst class is: 5. (4) Reactant: [Cl:1][C:2]1[C:3]([O:25][CH2:26][CH2:27][O:28][CH3:29])=[CH:4][C:5]2[CH:14]([CH3:15])[CH:13]([CH2:16][CH3:17])[N:12]3[CH:7]([CH2:8][C:9](=[O:23])[C:10]([C:18]([O:20][CH2:21][CH3:22])=[O:19])=[CH:11]3)[C:6]=2[CH:24]=1.C1(Cl)C(=O)C(Cl)=C(Cl)C(=O)C=1Cl. Product: [Cl:1][C:2]1[C:3]([O:25][CH2:26][CH2:27][O:28][CH3:29])=[CH:4][C:5]2[CH:14]([CH3:15])[CH:13]([CH2:16][CH3:17])[N:12]3[C:7](=[CH:8][C:9](=[O:23])[C:10]([C:18]([O:20][CH2:21][CH3:22])=[O:19])=[CH:11]3)[C:6]=2[CH:24]=1. The catalyst class is: 57. (5) Reactant: C(O)(=O)C.[Si]([O:12][C:13]1[C:18]([CH3:19])=[CH:17][C:16]([CH:20]([NH:30][C:31]2[CH:32]=[N:33][CH:34]=[CH:35][CH:36]=2)[CH2:21][P:22](=[O:29])([O:26][CH2:27][CH3:28])[O:23][CH2:24][CH3:25])=[CH:15][C:14]=1[O:37][CH3:38])(C(C)(C)C)(C)C.O.O.O.[F-].C([N+](CCCC)(CCCC)CCCC)CCC. Product: [OH:12][C:13]1[C:18]([CH3:19])=[CH:17][C:16]([CH:20]([NH:30][C:31]2[CH:32]=[N:33][CH:34]=[CH:35][CH:36]=2)[CH2:21][P:22](=[O:29])([O:26][CH2:27][CH3:28])[O:23][CH2:24][CH3:25])=[CH:15][C:14]=1[O:37][CH3:38]. The catalyst class is: 1. (6) Reactant: C([O:3][C:4]([C:6]1[CH:36]=[C:35]([F:37])[C:9]([CH2:10][N:11]2[C:19]3[C:14](=[CH:15][CH:16]=[CH:17][CH:18]=3)[C:13]([C:20]3[N:25]=[C:24]([NH:26][C:27]4[CH:32]=[CH:31][N:30]=[CH:29][CH:28]=4)[C:23]([O:33][CH3:34])=[CH:22][N:21]=3)=[N:12]2)=[C:8]([F:38])[CH:7]=1)=[CH2:5])C.O.CC1C=CC(S(O)(=O)=O)=CC=1. Product: [F:37][C:35]1[CH:36]=[C:6]([C:4](=[O:3])[CH3:5])[CH:7]=[C:8]([F:38])[C:9]=1[CH2:10][N:11]1[C:19]2[C:14](=[CH:15][CH:16]=[CH:17][CH:18]=2)[C:13]([C:20]2[N:25]=[C:24]([NH:26][C:27]3[CH:32]=[CH:31][N:30]=[CH:29][CH:28]=3)[C:23]([O:33][CH3:34])=[CH:22][N:21]=2)=[N:12]1. The catalyst class is: 40.